Dataset: NCI-60 drug combinations with 297,098 pairs across 59 cell lines. Task: Regression. Given two drug SMILES strings and cell line genomic features, predict the synergy score measuring deviation from expected non-interaction effect. Drug 1: CC=C1C(=O)NC(C(=O)OC2CC(=O)NC(C(=O)NC(CSSCCC=C2)C(=O)N1)C(C)C)C(C)C. Drug 2: CC1C(C(CC(O1)OC2CC(CC3=C2C(=C4C(=C3O)C(=O)C5=C(C4=O)C(=CC=C5)OC)O)(C(=O)CO)O)N)O.Cl. Cell line: RPMI-8226. Synergy scores: CSS=57.3, Synergy_ZIP=-1.61, Synergy_Bliss=-3.39, Synergy_Loewe=-6.43, Synergy_HSA=-2.60.